Dataset: Peptide-MHC class II binding affinity with 134,281 pairs from IEDB. Task: Regression. Given a peptide amino acid sequence and an MHC pseudo amino acid sequence, predict their binding affinity value. This is MHC class II binding data. (1) The peptide sequence is LCQPVLPSPACQLVLHQILKGG. The MHC is DRB1_0404 with pseudo-sequence DRB1_0404. The binding affinity (normalized) is 0.407. (2) The peptide sequence is NLYIKSIQSLISDTQ. The MHC is DRB1_0405 with pseudo-sequence DRB1_0405. The binding affinity (normalized) is 0.714. (3) The peptide sequence is IFMTATPPGTADAFP. The MHC is DRB3_0101 with pseudo-sequence DRB3_0101. The binding affinity (normalized) is 0.154. (4) The peptide sequence is DINVGFKAAVAAAAG. The MHC is HLA-DQA10102-DQB10502 with pseudo-sequence HLA-DQA10102-DQB10502. The binding affinity (normalized) is 0.206. (5) The peptide sequence is AERTVTVRRVGPGGRAV. The MHC is DRB1_0701 with pseudo-sequence DRB1_0701. The binding affinity (normalized) is 0.171. (6) The peptide sequence is EDVKNAIGVLIGGLE. The MHC is DRB1_1501 with pseudo-sequence DRB1_1501. The binding affinity (normalized) is 0.166. (7) The peptide sequence is SLKLYRDSLGEAVMR. The MHC is DRB1_1101 with pseudo-sequence DRB1_1101. The binding affinity (normalized) is 0.